Dataset: Catalyst prediction with 721,799 reactions and 888 catalyst types from USPTO. Task: Predict which catalyst facilitates the given reaction. Reactant: [CH:1]([C:4]1[CH:10]=[C:9]([N+:11]([O-:13])=[O:12])[CH:8]=[C:7]([CH:14]([CH3:16])[CH3:15])[C:5]=1[NH2:6])([CH3:3])[CH3:2].[CH3:17][C:18]([CH2:20][CH2:21][C:22]([CH3:24])=O)=O.CC1C=CC(S(O)(=O)=O)=CC=1. Product: [CH:1]([C:4]1[CH:10]=[C:9]([N+:11]([O-:13])=[O:12])[CH:8]=[C:7]([CH:14]([CH3:16])[CH3:15])[C:5]=1[N:6]1[C:22]([CH3:24])=[CH:21][CH:20]=[C:18]1[CH3:17])([CH3:3])[CH3:2]. The catalyst class is: 11.